Dataset: Full USPTO retrosynthesis dataset with 1.9M reactions from patents (1976-2016). Task: Predict the reactants needed to synthesize the given product. (1) Given the product [CH2:13]([O:12][CH2:11][CH2:10][N:5]1[C:6]2[C:7](=[O:8])[NH:9][C:17](=[O:18])[NH:1][C:2]=2[C:3]([CH2:15][CH3:16])=[N:4]1)[CH3:14], predict the reactants needed to synthesize it. The reactants are: [NH2:1][C:2]1[C:3]([CH2:15][CH3:16])=[N:4][N:5]([CH2:10][CH2:11][O:12][CH2:13][CH3:14])[C:6]=1[C:7]([NH2:9])=[O:8].[C:17](N1C=CN=C1)(N1C=CN=C1)=[O:18]. (2) Given the product [F:35][C:2]([F:1])([F:34])[C:3]([C:12]1[CH:13]=[C:14]([CH:15]=[CH:16][C:17]=1[Sn:18]([CH2:23][CH2:24][CH2:25][CH3:26])([CH2:27][CH2:28][CH2:29][CH3:30])[CH2:19][CH2:20][CH2:21][CH3:22])[CH2:31][N:32]([CH3:33])[C:39](=[O:40])[CH2:38][CH2:37][C:36]([OH:41])=[O:42])([O:8][CH2:9][O:10][CH3:11])[C:4]([F:7])([F:6])[F:5], predict the reactants needed to synthesize it. The reactants are: [F:1][C:2]([F:35])([F:34])[C:3]([C:12]1[CH:13]=[C:14]([CH2:31][NH:32][CH3:33])[CH:15]=[CH:16][C:17]=1[Sn:18]([CH2:27][CH2:28][CH2:29][CH3:30])([CH2:23][CH2:24][CH2:25][CH3:26])[CH2:19][CH2:20][CH2:21][CH3:22])([O:8][CH2:9][O:10][CH3:11])[C:4]([F:7])([F:6])[F:5].[C:36]1(=[O:42])[O:41][C:39](=[O:40])[CH2:38][CH2:37]1. (3) Given the product [NH:6]1[C:5]2[CH:9]=[CH:10][C:2]([NH:1][C:12]([NH:11][C:14]3[C:23]4[C:18](=[CH:19][CH:20]=[CH:21][CH:22]=4)[CH:17]=[CH:16][CH:15]=3)=[S:13])=[CH:3][C:4]=2[N:8]=[CH:7]1, predict the reactants needed to synthesize it. The reactants are: [NH2:1][C:2]1[CH:10]=[CH:9][C:5]2[NH:6][CH:7]=[N:8][C:4]=2[CH:3]=1.[N:11]([C:14]1[C:23]2[C:18](=[CH:19][CH:20]=[CH:21][CH:22]=2)[CH:17]=[CH:16][CH:15]=1)=[C:12]=[S:13]. (4) Given the product [C:7]([O:11][C:12](=[O:46])[NH:13][CH:14]([CH:40]=[O:45])[CH2:15][C:16]1[N:17]=[CH:18][N:19]([C:21]([C:28]2[CH:29]=[CH:30][CH:31]=[CH:32][CH:33]=2)([C:22]2[CH:27]=[CH:26][CH:25]=[CH:24][CH:23]=2)[C:34]2[CH:39]=[CH:38][CH:37]=[CH:36][CH:35]=2)[CH:20]=1)([CH3:8])([CH3:10])[CH3:9], predict the reactants needed to synthesize it. The reactants are: [H-].[Al+3].[Li+].[H-].[H-].[H-].[C:7]([O:11][C:12](=[O:46])[NH:13][CH:14]([C:40](=[O:45])N(OC)C)[CH2:15][C:16]1[N:17]=[CH:18][N:19]([C:21]([C:34]2[CH:39]=[CH:38][CH:37]=[CH:36][CH:35]=2)([C:28]2[CH:33]=[CH:32][CH:31]=[CH:30][CH:29]=2)[C:22]2[CH:27]=[CH:26][CH:25]=[CH:24][CH:23]=2)[CH:20]=1)([CH3:10])([CH3:9])[CH3:8].CC(=O)OCC.C(C(C(C([O-])=O)O)O)([O-])=O.[K+].[Na+]. (5) Given the product [C:1]([C:4]1[C:12]2[C:7](=[CH:8][CH:9]=[C:10]([N:13]3[CH2:18][CH2:17][N:16]([S:19]([CH3:22])(=[O:21])=[O:20])[CH2:15][CH2:14]3)[CH:11]=2)[N:6]([CH2:23][C:24]([OH:26])=[O:25])[CH:5]=1)(=[O:3])[CH3:2], predict the reactants needed to synthesize it. The reactants are: [C:1]([C:4]1[C:12]2[C:7](=[CH:8][CH:9]=[C:10]([N:13]3[CH2:18][CH2:17][N:16]([S:19]([CH3:22])(=[O:21])=[O:20])[CH2:15][CH2:14]3)[CH:11]=2)[N:6]([CH2:23][C:24]([O:26]C(C)(C)C)=[O:25])[CH:5]=1)(=[O:3])[CH3:2].C(O)(C(F)(F)F)=O. (6) Given the product [Cl:36][C:19]1[C:18]2[C:13](=[CH:14][C:15]([F:31])=[C:16]([O:22][C:23]3[C:28]([CH3:29])=[CH:27][CH:26]=[CH:25][C:24]=3[CH3:30])[CH:17]=2)[N:12]=[C:11]([N:9]2[CH:10]=[C:6]([C:4]([O:3][CH2:1][CH3:2])=[O:5])[CH:7]=[N:8]2)[N:20]=1, predict the reactants needed to synthesize it. The reactants are: [CH2:1]([O:3][C:4]([C:6]1[CH:7]=[N:8][N:9]([C:11]2[NH:20][C:19](=O)[C:18]3[C:13](=[CH:14][C:15]([F:31])=[C:16]([O:22][C:23]4[C:28]([CH3:29])=[CH:27][CH:26]=[CH:25][C:24]=4[CH3:30])[CH:17]=3)[N:12]=2)[CH:10]=1)=[O:5])[CH3:2].[Li+].[Cl-].O=P(Cl)(Cl)[Cl:36].CCN(C(C)C)C(C)C. (7) Given the product [C:9]([N:16]1[CH2:20][CH2:19][CH2:18][C@H:17]1[CH2:21][OH:22])([O:11][C:12]([CH3:13])([CH3:14])[CH3:15])=[O:10], predict the reactants needed to synthesize it. The reactants are: [C:9](O[C:9]([O:11][C:12]([CH3:15])([CH3:14])[CH3:13])=[O:10])([O:11][C:12]([CH3:15])([CH3:14])[CH3:13])=[O:10].[NH:16]1[CH2:20][CH2:19][CH2:18][C@H:17]1[CH2:21][OH:22].C(N(CC)CC)C. (8) Given the product [C:1]([O:5][C:6](=[O:7])[NH:8][CH2:9][C:10]1[CH:18]=[CH:17][C:13]([C:14]([N:33]2[CH2:32][CH2:31][C:30]3[N:29]=[C:28]([CH3:27])[O:37][C:36]=3[C:35]3[CH:38]=[CH:39][CH:40]=[CH:41][C:34]2=3)=[O:16])=[CH:12][C:11]=1[CH3:19])([CH3:2])([CH3:3])[CH3:4], predict the reactants needed to synthesize it. The reactants are: [C:1]([O:5][C:6]([NH:8][CH2:9][C:10]1[CH:18]=[CH:17][C:13]([C:14]([OH:16])=O)=[CH:12][C:11]=1[CH3:19])=[O:7])([CH3:4])([CH3:3])[CH3:2].C(N(CC)CC)C.[CH3:27][C:28]1[O:37][C:36]2[C:35]3[CH:38]=[CH:39][CH:40]=[CH:41][C:34]=3[NH:33][CH2:32][CH2:31][C:30]=2[N:29]=1. (9) Given the product [CH2:18]([O:17][C:15]([CH:14]1[C:4](=[O:3])[C:6]2[C:10](=[C:9]([C:27]3[CH:28]=[CH:29][C:30]([C:33]([F:36])([F:34])[F:35])=[CH:31][CH:32]=3)[N:8]([C:37]3[CH:42]=[CH:41][CH:40]=[CH:39][C:38]=3[Cl:43])[N:7]=2)[CH2:11][N:12]([C:20]([O:22][C:23]([CH3:25])([CH3:26])[CH3:24])=[O:21])[CH2:13]1)=[O:16])[CH3:19], predict the reactants needed to synthesize it. The reactants are: C([O:3][C:4]([C:6]1[C:10]([CH2:11][N:12]([C:20]([O:22][C:23]([CH3:26])([CH3:25])[CH3:24])=[O:21])[CH2:13][CH2:14][C:15]([O:17][CH2:18][CH3:19])=[O:16])=[C:9]([C:27]2[CH:32]=[CH:31][C:30]([C:33]([F:36])([F:35])[F:34])=[CH:29][CH:28]=2)[N:8]([C:37]2[CH:42]=[CH:41][CH:40]=[CH:39][C:38]=2[Cl:43])[N:7]=1)=O)C.C[Si](C)(C)[N-][Si](C)(C)C.[K+]. (10) Given the product [CH3:21][S:18]([N:15]1[CH2:16][CH2:17][N:12]([CH2:11][C:9]2[S:8][C:6]3[N:7]=[C:2]([C:35]4[CH:36]=[C:31]5[CH:30]=[CH:29][NH:28][C:32]5=[N:33][CH:34]=4)[N:3]=[C:4]([N:22]4[CH2:27][CH2:26][O:25][CH2:24][CH2:23]4)[C:5]=3[N:10]=2)[CH2:13][CH2:14]1)(=[O:20])=[O:19], predict the reactants needed to synthesize it. The reactants are: Cl[C:2]1[N:3]=[C:4]([N:22]2[CH2:27][CH2:26][O:25][CH2:24][CH2:23]2)[C:5]2[N:10]=[C:9]([CH2:11][N:12]3[CH2:17][CH2:16][N:15]([S:18]([CH3:21])(=[O:20])=[O:19])[CH2:14][CH2:13]3)[S:8][C:6]=2[N:7]=1.[NH:28]1[C:32]2=[N:33][CH:34]=[C:35](B(O)O)[CH:36]=[C:31]2[CH:30]=[CH:29]1.C(=O)([O-])[O-].[Na+].[Na+].